From a dataset of Forward reaction prediction with 1.9M reactions from USPTO patents (1976-2016). Predict the product of the given reaction. (1) Given the reactants [C:1]([O:5][C:6]([C@H:8]1[N:12]2[C:13](=[O:20])[C:14](C(O)=O)=[CH:15][N:16]=[C:11]2[CH2:10][CH2:9]1)=[O:7])([CH3:4])([CH3:3])[CH3:2].C([N:23]([CH2:26]C)CC)C.C1C=CC(P(N=[N+]=[N-])(C2C=CC=CC=2)=[O:35])=CC=1.[CH2:45]([OH:52])[C:46]1[CH:51]=[CH:50][CH:49]=[CH:48][CH:47]=1, predict the reaction product. The product is: [CH2:45]([O:52][C:26]([NH:23][C:14]1[C:13](=[O:20])[N:12]2[C@H:8]([C:6]([O:5][C:1]([CH3:2])([CH3:3])[CH3:4])=[O:7])[CH2:9][CH2:10][C:11]2=[N:16][CH:15]=1)=[O:35])[C:46]1[CH:51]=[CH:50][CH:49]=[CH:48][CH:47]=1. (2) Given the reactants [Cl:1][C:2]1[CH:3]=[C:4]([CH:27]=[CH:28][C:29]=1[F:30])[NH:5][C:6]1[C:15]2[C:10](=[CH:11][C:12]([O:25][CH3:26])=[C:13]([O:16][CH2:17][CH2:18][N:19]3[CH2:24][CH2:23]O[CH2:21][CH2:20]3)[CH:14]=2)[N:9]=[CH:8][N:7]=1.ClC1C=C(C=CC=1F)NC1C2C(=CC(OC)=C(OCCCN(CC)CC)C=2)N=CN=1.ClC1C=C(C=CC=1F)NC1C2C(=CC(OC)=C(OCCCN3CCCC3)C=2)N=CN=1.ClC1C=C(C=CC=1F)NC1C2C(=CC(OC)=C(OCCCN(C)C)C=2)N=CN=1.FC1C=C(C=CC=1F)NC1C2C(=CC(OC)=C(OCCCN3CCOCC3)C=2)N=CN=1.ClC1C=C(C=CC=1F)NC1C2C(=CC(OC)=C(OCCCN3CCCCC3)C=2)N=CN=1.ClC1C=C(C=CC=1F)NC1C2C(=CC(OC)=C(OCCCN3CCOCC3)C=2)N=CN=1.ClC1C=C(C=CC=1F)NC1C2C(=CC(OC)=C(OCCN(C)C)C=2)N=CN=1.FC1C=C(F)C=CC=1NC1C2C(=CC(OC)=C(OCCCN(C)C)C=2)N=CN=1.FC1C=C(F)C=CC=1NC1C2C(=CC(OC)=C(OCCCN3CCOCC3)C=2)N=CN=1.ClC1C=C(C=CC=1F)NC1C2C(=CC(OC)=C(OCCN3C=CN=C3)C=2)N=CN=1.ClC1C=C(C=CC=1F)NC1C2C(=CC(OC)=C(OCCCN3C=CN=C3)C=2)N=CN=1, predict the reaction product. The product is: [Cl:1][C:2]1[CH:3]=[C:4]([CH:27]=[CH:28][C:29]=1[F:30])[NH:5][C:6]1[C:15]2[C:10](=[CH:11][C:12]([O:25][CH3:26])=[C:13]([O:16][CH2:17][CH2:18][N:19]3[CH2:24][CH2:23][CH2:21][CH2:20]3)[CH:14]=2)[N:9]=[CH:8][N:7]=1. (3) The product is: [CH3:1][O:2][C:3]1[C:11]2[N:10]=[C:9]([CH2:12][CH2:13][CH2:14][N:15]([CH3:33])[CH2:16][CH2:17][C@:18]3([O:32][C:36](=[O:37])[NH:43][CH:47]([CH3:46])[CH3:48])[CH2:23][C@H:22]4[CH2:24][CH2:25][C@@H:19]3[CH:20]=[C:21]4[C:26]3[CH:27]=[CH:28][CH:29]=[CH:30][CH:31]=3)[NH:8][C:7]=2[CH:6]=[CH:5][CH:4]=1. Given the reactants [CH3:1][O:2][C:3]1[C:11]2[N:10]=[C:9]([CH2:12][CH2:13][CH2:14][N:15]([CH3:33])[CH2:16][CH2:17][C:18]3([OH:32])[CH2:23][CH:22]4[CH2:24][CH2:25][CH:19]3[CH:20]=[C:21]4[C:26]3[CH:31]=[CH:30][CH:29]=[CH:28][CH:27]=3)[NH:8][C:7]=2[CH:6]=[CH:5][CH:4]=1.[H-].[Na+].[C:36]([N:43]1[CH:47]=[CH:46]N=C1)(N1C=CN=C1)=[O:37].[CH:48](N)(C)C, predict the reaction product. (4) The product is: [O:21]=[C:19]1[CH:18]=[CH:17][O:8][CH:7]([CH2:6][N:5]2[C:4](=[O:9])[C:3]3[C:2](=[CH:13][CH:12]=[CH:11][CH:10]=3)[C:1]2=[O:14])[CH2:20]1. Given the reactants [C:1]1(=[O:14])[N:5]([CH2:6][CH:7]=[O:8])[C:4](=[O:9])[C:3]2=[CH:10][CH:11]=[CH:12][CH:13]=[C:2]12.CO/[CH:17]=[CH:18]/[C:19]([O:21][Si](C)(C)C)=[CH2:20].ClCCl.O, predict the reaction product. (5) Given the reactants [Cl:1][C:2]1[C:7]([Cl:8])=[CH:6][C:5]([O:9][CH2:10][C:11](OCC)=[O:12])=[C:4]([N+:16]([O-])=O)[CH:3]=1.O.O.Cl[Sn]Cl.FC(F)(F)C(O)=O.Cl, predict the reaction product. The product is: [Cl:1][C:2]1[C:7]([Cl:8])=[CH:6][C:5]2[O:9][CH2:10][C:11](=[O:12])[NH:16][C:4]=2[CH:3]=1. (6) Given the reactants [Cl:1][C:2]1[CH:3]=[C:4]([CH:21]=[CH:22][CH:23]=1)[CH2:5][NH:6][C:7]1[N:20]=[C:10]2[C:11]([O:18][CH3:19])=[CH:12][C:13]([C:15]([OH:17])=O)=[CH:14][N:9]2[N:8]=1.[CH3:24][CH:25]1[CH2:30][NH:29][CH:28]([CH2:31][CH2:32][OH:33])[CH2:27][O:26]1.C(N(CC)C(C)C)(C)C.CN(C(ON1N=NC2C=CC=NC1=2)=[N+](C)C)C.F[P-](F)(F)(F)(F)F, predict the reaction product. The product is: [Cl:1][C:2]1[CH:3]=[C:4]([CH:21]=[CH:22][CH:23]=1)[CH2:5][NH:6][C:7]1[N:20]=[C:10]2[C:11]([O:18][CH3:19])=[CH:12][C:13]([C:15]([N:29]3[CH:28]([CH2:31][CH2:32][OH:33])[CH2:27][O:26][CH:25]([CH3:24])[CH2:30]3)=[O:17])=[CH:14][N:9]2[N:8]=1. (7) Given the reactants [F:1][C:2]1[C:7]([O:8][CH3:9])=[CH:6][C:5]([O:10][CH3:11])=[C:4]([F:12])[C:3]=1[C:13]1[N:18]=[C:17]2[NH:19][N:20]=[C:21](I)[C:16]2=[CH:15][N:14]=1.[N:23]1[CH:24]=[CH:25][N:26]2[CH:31]=[C:30](B(O)O)[CH:29]=[CH:28][C:27]=12, predict the reaction product. The product is: [F:1][C:2]1[C:7]([O:8][CH3:9])=[CH:6][C:5]([O:10][CH3:11])=[C:4]([F:12])[C:3]=1[C:13]1[N:18]=[C:17]2[NH:19][N:20]=[C:21]([C:30]3[CH:29]=[CH:28][C:27]4[N:26]([CH:25]=[CH:24][N:23]=4)[CH:31]=3)[C:16]2=[CH:15][N:14]=1. (8) The product is: [NH2:26][C:23]1[CH:24]=[CH:25][C:20]([S:19][C:16]2[CH:17]=[CH:18][C:13]([C:11]([NH:10][C@H:1]3[C:9]4[C:4](=[CH:5][CH:6]=[CH:7][CH:8]=4)[CH2:3][CH2:2]3)=[O:12])=[CH:14][C:15]=2[NH:34][C:35]2[C:36]3[CH:44]=[CH:43][C:42]([CH:45]([CH3:47])[CH3:46])=[N:41][C:37]=3[N:38]=[CH:39][N:40]=2)=[CH:21][CH:22]=1. Given the reactants [C@H:1]1([NH:10][C:11]([C:13]2[CH:18]=[CH:17][C:16]([S:19][C:20]3[CH:25]=[CH:24][C:23]([NH:26]C(=O)OC(C)(C)C)=[CH:22][CH:21]=3)=[C:15]([NH:34][C:35]3[C:36]4[CH:44]=[CH:43][C:42]([CH:45]([CH3:47])[CH3:46])=[N:41][C:37]=4[N:38]=[CH:39][N:40]=3)[CH:14]=2)=[O:12])[C:9]2[C:4](=[CH:5][CH:6]=[CH:7][CH:8]=2)[CH2:3][CH2:2]1.C(OC(=O)NC1C=CC(SC2C=CC(C(=O)N[C@H](C3C=CC=CC=3)C)=CC=2NC2C3C=CC(C(C)C)=NC=3N=CN=2)=CC=1)(C)(C)C, predict the reaction product.